From a dataset of Reaction yield outcomes from USPTO patents with 853,638 reactions. Predict the reaction yield, written as a fraction of the theoretical maximum amount of product (1.0 means a 100% yield; for example, 0.34 means a 34% yield). (1) The reactants are C(O)(=O)/C=C/C(O)=O.[S:9]1[CH:13]=[CH:12][C:11]2[CH:14]=[C:15]([CH:18]3[C:27]4[C:22](=[CH:23][C:24]([O:28][CH3:29])=[CH:25][CH:26]=4)[CH2:21][N:20]([CH3:30])[CH2:19]3)[CH:16]=[CH:17][C:10]1=2.S(O)(C)(=O)=O.[OH-].[Na+]. The catalyst is C(Cl)Cl. The product is [S:9]1[CH:13]=[CH:12][C:11]2[CH:14]=[C:15]([CH:18]3[C:27]4[C:22](=[CH:23][C:24]([O:28][CH3:29])=[CH:25][CH:26]=4)[CH2:21][N:20]([CH3:30])[CH2:19]3)[CH:16]=[CH:17][C:10]1=2. The yield is 0.530. (2) The reactants are [C:1]([C:3]1[CH:4]=[C:5]2[C:10](=[CH:11][C:12]=1[OH:13])[N:9]=[CH:8][CH:7]=[C:6]2[O:14][C:15]1[CH:20]=[CH:19][C:18]([NH:21][C:22]([NH:24][CH:25]2[CH2:27][CH2:26]2)=[O:23])=[C:17]([Cl:28])[CH:16]=1)#[N:2].Br[CH2:30][CH:31]1[CH2:36][CH2:35][N:34]([C:37]([O:39][C:40]([CH3:43])([CH3:42])[CH3:41])=[O:38])[CH2:33][CH2:32]1. No catalyst specified. The product is [Cl:28][C:17]1[CH:16]=[C:15]([CH:20]=[CH:19][C:18]=1[NH:21][C:22]([NH:24][CH:25]1[CH2:26][CH2:27]1)=[O:23])[O:14][C:6]1[C:5]2[C:10](=[CH:11][C:12]([O:13][CH2:30][CH:31]3[CH2:36][CH2:35][N:34]([C:37]([O:39][C:40]([CH3:41])([CH3:43])[CH3:42])=[O:38])[CH2:33][CH2:32]3)=[C:3]([C:1]#[N:2])[CH:4]=2)[N:9]=[CH:8][CH:7]=1. The yield is 0.146. (3) The reactants are [Cl:1][C:2]1[C:3]([N:17]2[CH2:22][CH2:21][CH2:20][C@@H:19]([NH:23]C(=O)OC(C)(C)C)[CH2:18]2)=[C:4]2[C:10]([NH:11][C:12](=[O:16])[CH2:13][O:14][CH3:15])=[CH:9][NH:8][C:5]2=[N:6][CH:7]=1.C(O)(C(F)(F)F)=O. The catalyst is C(Cl)Cl. The product is [ClH:1].[NH2:23][C@@H:19]1[CH2:20][CH2:21][CH2:22][N:17]([C:3]2[C:2]([Cl:1])=[CH:7][N:6]=[C:5]3[NH:8][CH:9]=[C:10]([NH:11][C:12](=[O:16])[CH2:13][O:14][CH3:15])[C:4]=23)[CH2:18]1. The yield is 0.980.